The task is: Regression. Given two drug SMILES strings and cell line genomic features, predict the synergy score measuring deviation from expected non-interaction effect.. This data is from NCI-60 drug combinations with 297,098 pairs across 59 cell lines. (1) Drug 1: C1=NC2=C(N=C(N=C2N1C3C(C(C(O3)CO)O)O)F)N. Synergy scores: CSS=-9.54, Synergy_ZIP=2.48, Synergy_Bliss=-2.65, Synergy_Loewe=-8.66, Synergy_HSA=-8.66. Drug 2: C1CC(=O)NC(=O)C1N2C(=O)C3=CC=CC=C3C2=O. Cell line: EKVX. (2) Drug 1: CN(CCCl)CCCl.Cl. Drug 2: CN(C(=O)NC(C=O)C(C(C(CO)O)O)O)N=O. Cell line: NCI-H322M. Synergy scores: CSS=-6.13, Synergy_ZIP=3.60, Synergy_Bliss=1.70, Synergy_Loewe=-2.26, Synergy_HSA=-3.19.